This data is from Catalyst prediction with 721,799 reactions and 888 catalyst types from USPTO. The task is: Predict which catalyst facilitates the given reaction. (1) Reactant: [N:1]1[C:6]2[NH:7][CH:8]=[CH:9][C:5]=2[C:4]([C:10]2[CH:11]=[N:12][N:13]([C:15]3([CH2:25][C:26]#[N:27])[CH2:18][N:17]([S:19]([CH:22]4[CH2:24][CH2:23]4)(=[O:21])=[O:20])[CH2:16]3)[CH:14]=2)=[N:3][CH:2]=1.C(#N)C.[P:31](=[O:35])([OH:34])([OH:33])[OH:32].C(O)C.P(=O)(O)(O)O. Product: [P:31]([OH:35])([OH:34])([OH:33])=[O:32].[N:1]1[C:6]2[NH:7][CH:8]=[CH:9][C:5]=2[C:4]([C:10]2[CH:11]=[N:12][N:13]([C:15]3([CH2:25][C:26]#[N:27])[CH2:16][N:17]([S:19]([CH:22]4[CH2:23][CH2:24]4)(=[O:20])=[O:21])[CH2:18]3)[CH:14]=2)=[N:3][CH:2]=1. The catalyst class is: 8. (2) Reactant: [N:1]1([CH2:7][CH2:8][CH:9]2[CH2:14][CH2:13][N:12]([C:15]3[C:20]([NH2:21])=[CH:19][CH:18]=[CH:17][N:16]=3)[CH2:11][CH2:10]2)[CH2:6][CH2:5][CH2:4][CH2:3][CH2:2]1.[Cl:22][C:23]1[CH:24]=[C:25]([CH:29]=[CH:30][CH:31]=1)[C:26](Cl)=[O:27]. Product: [Cl:22][C:23]1[CH:24]=[C:25]([CH:29]=[CH:30][CH:31]=1)[C:26]([NH:21][C:20]1[C:15]([N:12]2[CH2:11][CH2:10][CH:9]([CH2:8][CH2:7][N:1]3[CH2:2][CH2:3][CH2:4][CH2:5][CH2:6]3)[CH2:14][CH2:13]2)=[N:16][CH:17]=[CH:18][CH:19]=1)=[O:27]. The catalyst class is: 9. (3) Reactant: C1(C2[O:12][CH2:11][CH:10]([C:13]3([CH2:19][CH2:20][N:21]4[CH2:26][CH2:25][CH:24]([N:27]([C:35]5[CH:40]=[CH:39][C:38]([CH3:41])=[CH:37][N:36]=5)[C:28]([C:30]5[O:31][CH:32]=[CH:33][CH:34]=5)=[O:29])[CH2:23][CH2:22]4)[CH2:18][CH2:17][CH2:16][CH2:15][CH2:14]3)[CH2:9][O:8]2)C=CC=CC=1.Cl. Product: [OH:12][CH2:11][CH:10]([C:13]1([CH2:19][CH2:20][N:21]2[CH2:22][CH2:23][CH:24]([N:27]([C:35]3[CH:40]=[CH:39][C:38]([CH3:41])=[CH:37][N:36]=3)[C:28]([C:30]3[O:31][CH:32]=[CH:33][CH:34]=3)=[O:29])[CH2:25][CH2:26]2)[CH2:14][CH2:15][CH2:16][CH2:17][CH2:18]1)[CH2:9][OH:8]. The catalyst class is: 5. (4) Reactant: [CH3:1][S:2][C:3]1[C:4]2[NH:11][N:10]=[CH:9][C:5]=2[N:6]=[CH:7][N:8]=1.[H-].[Na+].Br[CH2:15][C:16]1[CH:26]=[CH:25][C:19]([C:20]([O:22][CH2:23]C)=[O:21])=[CH:18][CH:17]=1. Product: [CH3:1][S:2][C:3]1[C:4]2[N:11]([CH2:15][C:16]3[CH:26]=[CH:25][C:19]([C:20]([O:22][CH3:23])=[O:21])=[CH:18][CH:17]=3)[N:10]=[CH:9][C:5]=2[N:6]=[CH:7][N:8]=1.[CH3:1][S:2][C:3]1[C:4]2[C:5](=[CH:9][N:10]([CH2:15][C:16]3[CH:26]=[CH:25][C:19]([C:20]([O:22][CH3:23])=[O:21])=[CH:18][CH:17]=3)[N:11]=2)[N:6]=[CH:7][N:8]=1. The catalyst class is: 42.